Dataset: NCI-60 drug combinations with 297,098 pairs across 59 cell lines. Task: Regression. Given two drug SMILES strings and cell line genomic features, predict the synergy score measuring deviation from expected non-interaction effect. (1) Drug 1: CC1C(C(=O)NC(C(=O)N2CCCC2C(=O)N(CC(=O)N(C(C(=O)O1)C(C)C)C)C)C(C)C)NC(=O)C3=C4C(=C(C=C3)C)OC5=C(C(=O)C(=C(C5=N4)C(=O)NC6C(OC(=O)C(N(C(=O)CN(C(=O)C7CCCN7C(=O)C(NC6=O)C(C)C)C)C)C(C)C)C)N)C. Drug 2: CC1C(C(CC(O1)OC2CC(OC(C2O)C)OC3=CC4=CC5=C(C(=O)C(C(C5)C(C(=O)C(C(C)O)O)OC)OC6CC(C(C(O6)C)O)OC7CC(C(C(O7)C)O)OC8CC(C(C(O8)C)O)(C)O)C(=C4C(=C3C)O)O)O)O. Cell line: MCF7. Synergy scores: CSS=6.24, Synergy_ZIP=-2.78, Synergy_Bliss=-2.37, Synergy_Loewe=-5.94, Synergy_HSA=-5.76. (2) Drug 1: CN(C)C1=NC(=NC(=N1)N(C)C)N(C)C. Drug 2: C1=CC(=CC=C1CC(C(=O)O)N)N(CCCl)CCCl.Cl. Cell line: NCI-H522. Synergy scores: CSS=14.9, Synergy_ZIP=6.00, Synergy_Bliss=7.44, Synergy_Loewe=-5.22, Synergy_HSA=4.39.